From a dataset of CYP2C19 inhibition data for predicting drug metabolism from PubChem BioAssay. Regression/Classification. Given a drug SMILES string, predict its absorption, distribution, metabolism, or excretion properties. Task type varies by dataset: regression for continuous measurements (e.g., permeability, clearance, half-life) or binary classification for categorical outcomes (e.g., BBB penetration, CYP inhibition). Dataset: cyp2c19_veith. (1) The molecule is N#Cc1cccc(-c2nc3cnc(N4CCOCC4)nc3n(C3CC3)c2=O)c1. The result is 0 (non-inhibitor). (2) The drug is Cc1ccc(C)c([C@@H]2NC(=O)c3ccccc3N2)c1. The result is 0 (non-inhibitor). (3) The drug is CCOC(=O)c1cnc2cc(-c3ccc(C(C)(C)C)cc3)nn2c1N. The result is 1 (inhibitor). (4) The drug is O=C(c1ccc(Oc2ccc(C(F)(F)F)cn2)cc1)N1CCN(c2ccccc2)CC1. The result is 1 (inhibitor). (5) The drug is CCCCCC[C@@H]([C@@H](C)O)n1cnc2c(N)ncnc21. The result is 0 (non-inhibitor). (6) The compound is Nc1n[nH]c(-c2ccccc2)n1. The result is 0 (non-inhibitor). (7) The molecule is Cc1ccc(-c2cc(C(=O)NCc3ccco3)c3ccccc3n2)s1. The result is 1 (inhibitor).